This data is from Full USPTO retrosynthesis dataset with 1.9M reactions from patents (1976-2016). The task is: Predict the reactants needed to synthesize the given product. (1) Given the product [CH3:9][O:8][C:6]1[N:7]=[C:2](/[CH:45]=[C:44](\[CH3:46])/[C:43]([O:48][C:49]([CH3:52])([CH3:51])[CH3:50])=[O:47])[CH:3]=[CH:4][C:5]=1[N:10]1[CH:14]=[C:13]([CH3:15])[N:12]=[CH:11]1, predict the reactants needed to synthesize it. The reactants are: Cl[C:2]1[N:7]=[C:6]([O:8][CH3:9])[C:5]([N:10]2[CH:14]=[C:13]([CH3:15])[N:12]=[CH:11]2)=[CH:4][CH:3]=1.C1(C)C=CC=CC=1P(C1C=CC=CC=1C)C1C=CC=CC=1C.C([O-])(=O)C.[Na+].[C:43]([O:48][C:49]([CH3:52])([CH3:51])[CH3:50])(=[O:47])[C:44]([CH3:46])=[CH2:45]. (2) Given the product [Cl:38][C:37]1[CH:36]=[CH:35][CH:34]=[C:33]([Cl:39])[C:32]=1[C:25]1[C:24]([CH2:23][O:1][C:2]2[CH:7]=[CH:6][C:5]([C:8]3[CH:9]=[C:10]4[C:15](=[CH:16][CH:17]=3)[N:14]=[C:13]([C:18]([O:20][CH3:21])=[O:19])[CH:12]=[CH:11]4)=[CH:4][CH:3]=2)=[C:28]([CH:29]([CH3:31])[CH3:30])[O:27][N:26]=1, predict the reactants needed to synthesize it. The reactants are: [OH:1][C:2]1[CH:7]=[CH:6][C:5]([C:8]2[CH:9]=[C:10]3[C:15](=[CH:16][CH:17]=2)[N:14]=[C:13]([C:18]([O:20][CH3:21])=[O:19])[CH:12]=[CH:11]3)=[CH:4][CH:3]=1.Cl[CH2:23][C:24]1[C:25]([C:32]2[C:37]([Cl:38])=[CH:36][CH:35]=[CH:34][C:33]=2[Cl:39])=[N:26][O:27][C:28]=1[CH:29]([CH3:31])[CH3:30].C(=O)([O-])[O-].[Cs+].[Cs+].O. (3) Given the product [ClH:31].[CH2:1]([O:8][C:9]1[CH:14]=[CH:13][N:12]([C:15]2[CH:16]=[CH:17][C:18]3[C:19]4[CH2:29][NH:28][CH2:27][CH2:26][CH2:25][C:20]=4[N:21]([CH3:24])[C:22]=3[CH:23]=2)[C:11](=[O:30])[CH:10]=1)[C:2]1[CH:3]=[CH:4][CH:5]=[CH:6][CH:7]=1, predict the reactants needed to synthesize it. The reactants are: [CH2:1]([O:8][C:9]1[CH:14]=[CH:13][N:12]([C:15]2[CH:16]=[CH:17][C:18]3[C:19]4[CH2:29][NH:28][CH2:27][CH2:26][CH2:25][C:20]=4[N:21]([CH3:24])[C:22]=3[CH:23]=2)[C:11](=[O:30])[CH:10]=1)[C:2]1[CH:7]=[CH:6][CH:5]=[CH:4][CH:3]=1.[ClH:31].C(OCC)C. (4) Given the product [CH3:10][C:11]1([CH3:23])[C:12]2[CH:13]=[C:14]([C:6]3[NH:2][C:3]([C:7]#[N:8])=[CH:4][CH:5]=3)[CH:15]=[CH:16][C:17]=2[NH:18][C:19](=[O:20])[O:21]1, predict the reactants needed to synthesize it. The reactants are: C[N:2]1[CH:6]=[CH:5][CH:4]=[C:3]1[C:7]#[N:8].[B].[CH3:10][C:11]1([CH3:23])[O:21][C:19](=[O:20])[NH:18][C:17]2[CH:16]=[CH:15][C:14](Br)=[CH:13][C:12]1=2. (5) Given the product [CH2:34]([O:33][C:31](=[O:32])[C:30]([F:37])([F:36])[C:22]1([OH:26])[C:23]2[C:18](=[CH:17][C:16]([O:15][CH2:14][C:13]3[CH:12]=[CH:11][C:10]([O:9][CH3:8])=[CH:28][CH:27]=3)=[CH:25][CH:24]=2)[CH2:19][CH2:20][CH2:21]1)[CH3:35], predict the reactants needed to synthesize it. The reactants are: II.C1COCC1.[CH3:8][O:9][C:10]1[CH:28]=[CH:27][C:13]([CH2:14][O:15][C:16]2[CH:17]=[C:18]3[C:23](=[CH:24][CH:25]=2)[C:22](=[O:26])[CH2:21][CH2:20][CH2:19]3)=[CH:12][CH:11]=1.Br[C:30]([F:37])([F:36])[C:31]([O:33][CH2:34][CH3:35])=[O:32]. (6) Given the product [NH2:13][C:12]1[C:11]2[C:10](=[CH:9][C:8]([C:6]3[N:7]=[C:2]([NH2:1])[N:3]=[C:4]([NH:17][CH:18]([CH3:20])[CH3:19])[CH:5]=3)=[CH:15][CH:14]=2)[NH:23][N:22]=1, predict the reactants needed to synthesize it. The reactants are: [NH2:1][C:2]1[N:7]=[C:6]([C:8]2[CH:15]=[CH:14][C:11]([C:12]#[N:13])=[C:10](F)[CH:9]=2)[CH:5]=[C:4]([NH:17][CH:18]([CH3:20])[CH3:19])[N:3]=1.O.[NH2:22][NH2:23]. (7) Given the product [CH3:28][O:29][N:30]([CH3:31])[C:23]([C:21]1[S:22][C:18]([S:15]([N:12]2[CH2:13][CH2:14][N:9]([C:1](=[O:8])[C:2]3[CH:3]=[CH:4][CH:5]=[CH:6][CH:7]=3)[CH2:10][CH:11]2[CH3:26])(=[O:17])=[O:16])=[CH:19][CH:20]=1)=[O:25], predict the reactants needed to synthesize it. The reactants are: [C:1]([N:9]1[CH2:14][CH2:13][N:12]([S:15]([C:18]2[S:22][C:21]([C:23]([OH:25])=O)=[CH:20][CH:19]=2)(=[O:17])=[O:16])[CH:11]([CH3:26])[CH2:10]1)(=[O:8])[C:2]1[CH:7]=[CH:6][CH:5]=[CH:4][CH:3]=1.Cl.[CH3:28][O:29][NH:30][CH3:31].CN([P+](ON1N=NC2C1=CC=CC=2)(N(C)C)N(C)C)C.F[P-](F)(F)(F)(F)F.CCN(C(C)C)C(C)C.